This data is from Experimentally validated miRNA-target interactions with 360,000+ pairs, plus equal number of negative samples. The task is: Binary Classification. Given a miRNA mature sequence and a target amino acid sequence, predict their likelihood of interaction. (1) The miRNA is hsa-miR-302b-3p with sequence UAAGUGCUUCCAUGUUUUAGUAG. The protein sequence of the target gene is MFEIKKICCIGAGYVGGPTCSVIAHMCPEIRVTVVDVNESRINAWNSPTLPIYEPGLKEVVESCRGKNLFFSTNIDDAIKEADLVFISVNTPTKTYGMGKGRAADLKYIEACARRIVQNSNGYKIVTEKSTVPVRAAESIRRIFDANTKPNLNLQVLSNPEFLAEGTAIKDLKNPDRVLIGGDETPEGQRAVQALCAVYEHWVPREKILTTNTWSSELSKLAANAFLAQRISSINSISALCEATGADVEEVATAIGMDQRIGNKFLKASVGFGGSCFQKDVLNLVYLCEALNLPEVARYW.... Result: 0 (no interaction). (2) The miRNA is hsa-miR-4450 with sequence UGGGGAUUUGGAGAAGUGGUGA. The protein sequence of the target gene is MENEPDHENVEQSLCAKTSEEELNKSFNLEASLSKFSYIDMDKELEFKNDLIDDKEFDIPQVDTPPTLESILNETDDEDESFILEDPTLLNIDTIDSHSYDTSSVASSDSGDRTNLKRKKKLPDSFSLHGSVMRHSLLKGISAQIVSAADKVDAGLPTAIAVSSLIAVGTSHGLALIFGKDQNQALRLCLGSTSVGGQYGAISALSINNDCSRLLCGFAKGQITMWDLASGKLLRSITDAHPPGTAILHIKFTDDPTLAICNDSGGSVFELTFKRVMGVRTCESRCLFSGSKGEVCCIEP.... Result: 0 (no interaction). (3) The miRNA is hsa-miR-296-3p with sequence GAGGGUUGGGUGGAGGCUCUCC. The protein sequence of the target gene is MAGRARSRLLLLLGLLALQSSCLAFRSPLSVFKRFKETTRSFSNECLGTTRPITPIDSSDFTLDIRMPGVTPKESDTYFCMSMRLPVDEEAFVIDFKPRASMDTVHHMLLFGCNMPSSTGSYWFCDEGTCTDKANILYAWARNAPPTRLPKGVGFRVGGETGSKYFVLQVHYGDISAFRDNHKDCSGVSLHLTRVPQPLIAGMYLMMSVNTVIPPGEKVVNSDISCHYKMYPMHVFAYRVHTHHLGKVVSGYRVRNGQWTLIGRQSPQLPQAFYPVEHPVDVAFGDILAARCVFTGEGRT.... Result: 0 (no interaction). (4) The miRNA is mmu-miR-1843b-5p with sequence AUGGAGGUCUCUGUCUGACUU. The protein sequence of the target gene is MPTGDFDSKPSWADQVEEEGEDDKCVTSELLKGIPLATGDTSPEPELLPGAPLPPPKEVINGNIKTVTEYKIDEDGKKFKIVRTFRIETRKASKAVARRKNWKKFGNSEFDPPGPNVATTTVSDDVSMTFITSKEDLNCQEEEDPMNKLKGQKIVSCRICKGDHWTTRCPYKDTLGPMQKELAEQLGLSTGEKEKLPGELEPVQATQNKTGKYVPPSLRDGASRRGESMQPNRRADDNATIRVTNLSEDTRETDLQELFRPFGSISRIYLAKDKTTGQSKGFAFISFHRREDAARAIAGV.... Result: 0 (no interaction). (5) The protein sequence of the target gene is MGNEASLEGGAGEGPLPPGGSGLGPGPGAGKPPSALAGGGQLPVAGAARAAGPPTPGLGPVPGPGPGPGPGSVPRRLDPKEPLGSQRTTSPTPKQASATAPGRESPRETRAQGPSGQEAESPRRTLQVDSRTQRSGRSPSVSPDRGSTPTSPYSVPQIAPLPSSTLCPICKTSDLTSTPSQPNFNTCTQCHNKVCNQCGFNPNPHLTQVKEWLCLNCQMQRALGMDMTTAPRSKSQQQLHSPALSPAHSPAKQPLGKPEQERSPRGPGATQSGPRQAEAARATSVPGPTQATAPPEVGRV.... Result: 0 (no interaction). The miRNA is hsa-miR-6808-3p with sequence GUGUGACCACCGUUCCUGCAG.